From a dataset of Forward reaction prediction with 1.9M reactions from USPTO patents (1976-2016). Predict the product of the given reaction. (1) Given the reactants C([C:3]1[N:8]=[C:7]2[C:9]([C:19](=[O:28])[NH:20][C@H:21]3[CH2:26][CH2:25][CH2:24][CH2:23][C@@H:22]3[OH:27])=[CH:10][N:11]([C:12](OC(C)(C)C)=O)[C:6]2=[CH:5][CH:4]=1)#N.Cl[CH2:30][C:31]1[CH:36]=[CH:35][C:34](C)=[CH:33][CH:32]=1.C(=O)([O-])[O-].[Cs+].[Cs+], predict the reaction product. The product is: [OH:27][C@H:22]1[CH2:23][CH2:24][CH2:25][CH2:26][C@@H:21]1[NH:20][C:19]([C:9]1[C:7]2=[N:8][CH:3]=[CH:4][CH:5]=[C:6]2[N:11]([CH2:12][C:34]2[CH:35]=[CH:36][C:31]([CH3:30])=[CH:32][CH:33]=2)[CH:10]=1)=[O:28]. (2) Given the reactants [CH2:1]([C:3]1[C:8](=[O:9])[NH:7][C:6]([CH3:10])=[C:5]([C:11]2[S:15][C:14]([C:16]([OH:18])=O)=[CH:13][CH:12]=2)[CH:4]=1)[CH3:2].[N:19]1[CH:24]=[CH:23][CH:22]=[CH:21][C:20]=1[CH2:25][NH2:26], predict the reaction product. The product is: [N:19]1[CH:24]=[CH:23][CH:22]=[CH:21][C:20]=1[CH2:25][NH:26][C:16]([C:14]1[S:15][C:11]([C:5]2[CH:4]=[C:3]([CH2:1][CH3:2])[C:8](=[O:9])[NH:7][C:6]=2[CH3:10])=[CH:12][CH:13]=1)=[O:18]. (3) Given the reactants [CH3:1][C:2]1[C:3]([CH2:9][N:10]([CH2:17][C:18]2[C:23]([C:24]([O:27][CH3:28])([CH3:26])[CH3:25])=[CH:22][CH:21]=[CH:20][N:19]=2)[CH:11]2[CH2:16][CH2:15][NH:14][CH2:13][CH2:12]2)=[N:4][CH:5]=[C:6]([CH3:8])[CH:7]=1.[O:29]([C:36]([NH:38][OH:39])=O)C1C=CC=CC=1, predict the reaction product. The product is: [OH:39][NH:38][C:36]([N:14]1[CH2:13][CH2:12][CH:11]([N:10]([CH2:9][C:3]2[C:2]([CH3:1])=[CH:7][C:6]([CH3:8])=[CH:5][N:4]=2)[CH2:17][C:18]2[C:23]([C:24]([O:27][CH3:28])([CH3:25])[CH3:26])=[CH:22][CH:21]=[CH:20][N:19]=2)[CH2:16][CH2:15]1)=[O:29]. (4) Given the reactants [CH3:1][O:2][C:3]1[C:8]([CH2:9][NH:10][C:11](=[O:17])[O:12][C:13]([CH3:16])([CH3:15])[CH3:14])=[CH:7][C:6]([N+:18]([O-])=O)=[CH:5][N:4]=1, predict the reaction product. The product is: [NH2:18][C:6]1[CH:7]=[C:8]([CH2:9][NH:10][C:11](=[O:17])[O:12][C:13]([CH3:15])([CH3:14])[CH3:16])[C:3]([O:2][CH3:1])=[N:4][CH:5]=1. (5) Given the reactants [Cl:1][C:2]1[CH:11]=[CH:10][C:9]([NH2:12])=[C:8]2[C:3]=1[CH:4]=[CH:5][CH:6]=[N:7]2.[N+:13]([C:16]1[CH:21]=[C:20]([CH3:22])[CH:19]=[CH:18][C:17]=1[S:23](Cl)(=[O:25])=[O:24])([O-:15])=[O:14], predict the reaction product. The product is: [Cl:1][C:2]1[CH:11]=[CH:10][C:9]([NH:12][S:23]([C:17]2[CH:18]=[CH:19][C:20]([CH3:22])=[CH:21][C:16]=2[N+:13]([O-:15])=[O:14])(=[O:24])=[O:25])=[C:8]2[C:3]=1[CH:4]=[CH:5][CH:6]=[N:7]2. (6) Given the reactants F[B-](F)(F)F.[N:6]1(OC(N(C)C)=[N+](C)C)C2C=CC=CC=2N=N1.N1CCCC1.[CH3:28][N:29]1[CH2:34][CH2:33]O[CH2:31][CH2:30]1.[NH2:35][C:36]1[N:45]=[C:44]([C:46]([N:48]2[CH2:56][C:55]3[C:50](=[CH:51][CH:52]=[CH:53][CH:54]=3)[CH2:49]2)=[O:47])[C:43]2[C:38](=[CH:39][CH:40]=[C:41]([C:57]3[CH:65]=[CH:64][CH:63]=[CH:62][C:58]=3[C:59]([OH:61])=O)[CH:42]=2)[N:37]=1, predict the reaction product. The product is: [NH2:35][C:36]1[N:45]=[C:44]([C:46]([N:48]2[CH2:56][C:55]3[C:50](=[CH:51][CH:52]=[CH:53][CH:54]=3)[CH2:49]2)=[O:47])[C:43]2[C:38](=[CH:39][CH:40]=[C:41]([C:57]3[CH:65]=[CH:64][CH:63]=[CH:62][C:58]=3[C:59]([N:6]3[CH2:31][CH2:30][N:29]([CH3:28])[CH2:34][CH2:33]3)=[O:61])[CH:42]=2)[N:37]=1. (7) Given the reactants [O:1]=[C:2]1[CH2:25][O:24][C:5]2=[CH:6][CH:7]=[C:8]3[C:12]([N:11]([CH2:13][CH:14]([NH:16][C:17](=[O:23])[O:18][C:19]([CH3:22])([CH3:21])[CH3:20])[CH3:15])[N:10]=[CH:9]3)=[C:4]2[NH:3]1.[H-].[Na+].IC.[CH3:30]N(C)C=O, predict the reaction product. The product is: [CH3:30][N:3]1[C:4]2[C:5](=[CH:6][CH:7]=[C:8]3[C:12]=2[N:11]([CH2:13][C@@H:14]([NH:16][C:17](=[O:23])[O:18][C:19]([CH3:21])([CH3:20])[CH3:22])[CH3:15])[N:10]=[CH:9]3)[O:24][CH2:25][C:2]1=[O:1].